From a dataset of Forward reaction prediction with 1.9M reactions from USPTO patents (1976-2016). Predict the product of the given reaction. (1) Given the reactants [CH2:1]([O:3][C:4](=[O:9])[CH:5]([NH2:8])[C:6]#[N:7])[CH3:2].N1C=CC=CC=1.[C:16](O[C:16](=[O:20])[CH:17]([CH3:19])[CH3:18])(=[O:20])[CH:17]([CH3:19])[CH3:18].CCOC(C)=O, predict the reaction product. The product is: [CH2:1]([O:3][C:4](=[O:9])[CH:5]([C:6]#[N:7])[NH:8][C:16](=[O:20])[CH:17]([CH3:19])[CH3:18])[CH3:2]. (2) The product is: [CH:12]1[C:21]2[C:16](=[CH:17][CH:18]=[CH:19][CH:20]=2)[CH:15]=[CH:14][C:13]=1[CH2:22][O:23][C:24]1[CH:25]=[CH:26][C:27]([CH2:28][NH:11][C:8]23[CH2:10][CH:4]4[CH2:5][CH:6]([CH2:1][CH:2]([CH2:3]4)[CH2:9]2)[CH2:7]3)=[CH:30][CH:31]=1. Given the reactants [CH2:1]1[CH:6]2[CH2:7][C:8]3([NH2:11])[CH2:10][CH:4]([CH2:5]2)[CH2:3][CH:2]1[CH2:9]3.[CH:12]1[C:21]2[C:16](=[CH:17][CH:18]=[CH:19][CH:20]=2)[CH:15]=[CH:14][C:13]=1[CH2:22][O:23][C:24]1[CH:31]=[CH:30][C:27]([CH:28]=O)=[CH:26][CH:25]=1, predict the reaction product. (3) Given the reactants [CH2:1]1[C:9]2[C:4](=[CH:5][C:6]([N:10]3[C:14]([SH:15])=[N:13][N:12]=[C:11]3[C:16]3[C:21]([OH:22])=[CH:20][CH:19]=[C:18]([CH:23]([CH3:25])[CH3:24])[C:17]=3O)=[CH:7][CH:8]=2)[CH2:3][C:2]21[O:30]CCO2.O.CC1C=CC(S(O)(=O)=[O:40])=CC=1, predict the reaction product. The product is: [OH:22][C:21]1[CH:20]=[C:19]([OH:40])[C:18]([CH:23]([CH3:24])[CH3:25])=[CH:17][C:16]=1[C:11]1[N:10]([C:6]2[CH:5]=[C:4]3[C:9](=[CH:8][CH:7]=2)[CH2:1][C:2](=[O:30])[CH2:3]3)[C:14]([SH:15])=[N:13][N:12]=1. (4) Given the reactants C(N(CC)CC)C.B([C:11]1[CH:16]=[CH:15][C:14]([N:17]([C:34](=[O:43])/[CH:35]=[CH:36]/[C:37]2[CH:42]=[CH:41][CH:40]=[CH:39][CH:38]=2)[CH2:18][C:19]([N:21]2[CH2:25][CH2:24][C@H:23]([NH:26][C:27](=[O:33])[O:28][C:29]([CH3:32])([CH3:31])[CH3:30])[CH2:22]2)=[O:20])=[CH:13][CH:12]=1)(O)O.[C:44]1([OH:50])[CH:49]=[CH:48][CH:47]=[CH:46][CH:45]=1, predict the reaction product. The product is: [O:50]([C:11]1[CH:16]=[CH:15][C:14]([N:17]([C:34](=[O:43])/[CH:35]=[CH:36]/[C:37]2[CH:42]=[CH:41][CH:40]=[CH:39][CH:38]=2)[CH2:18][C:19]([N:21]2[CH2:25][CH2:24][C@H:23]([NH:26][C:27](=[O:33])[O:28][C:29]([CH3:32])([CH3:31])[CH3:30])[CH2:22]2)=[O:20])=[CH:13][CH:12]=1)[C:44]1[CH:49]=[CH:48][CH:47]=[CH:46][CH:45]=1. (5) Given the reactants [CH3:1][C:2]1[CH:7]=[C:6]([C:8]2[CH:13]=[CH:12][C:11]([C:14]3[N:15]([CH2:23][O:24][CH2:25][CH2:26][Si:27]([CH3:30])([CH3:29])[CH3:28])[CH:16]=[C:17]([C:19]([F:22])([F:21])[F:20])[N:18]=3)=[CH:10][N:9]=2)[CH:5]=[CH:4][C:3]=1[OH:31].O[CH2:33][C:34]([CH3:43])([CH3:42])[C:35]([O:37][C:38]([CH3:41])([CH3:40])[CH3:39])=[O:36], predict the reaction product. The product is: [CH3:33][C:34]([CH3:43])([CH2:42][O:31][C:3]1[CH:4]=[CH:5][C:6]([C:8]2[CH:13]=[CH:12][C:11]([C:14]3[N:15]([CH2:23][O:24][CH2:25][CH2:26][Si:27]([CH3:30])([CH3:29])[CH3:28])[CH:16]=[C:17]([C:19]([F:20])([F:22])[F:21])[N:18]=3)=[CH:10][N:9]=2)=[CH:7][C:2]=1[CH3:1])[C:35]([O:37][C:38]([CH3:41])([CH3:40])[CH3:39])=[O:36]. (6) Given the reactants [CH:1]1[C:9]2[C:8]3[CH:10]=[CH:11][CH:12]=[CH:13][C:7]=3[O:6][C:5]=2[CH:4]=[CH:3][C:2]=1[S:14]([OH:17])(=O)=[O:15].P(Cl)(Cl)([Cl:20])=O, predict the reaction product. The product is: [CH:1]1[C:9]2[C:8]3[CH:10]=[CH:11][CH:12]=[CH:13][C:7]=3[O:6][C:5]=2[CH:4]=[CH:3][C:2]=1[S:14]([Cl:20])(=[O:17])=[O:15].